From a dataset of TCR-epitope binding with 47,182 pairs between 192 epitopes and 23,139 TCRs. Binary Classification. Given a T-cell receptor sequence (or CDR3 region) and an epitope sequence, predict whether binding occurs between them. The epitope is LLSAGIFGA. The TCR CDR3 sequence is CASSKIITPERNSPLHF. Result: 0 (the TCR does not bind to the epitope).